Dataset: Reaction yield outcomes from USPTO patents with 853,638 reactions. Task: Predict the reaction yield, written as a fraction of the theoretical maximum amount of product (1.0 means a 100% yield; for example, 0.34 means a 34% yield). (1) The reactants are Br[C:2]1[O:6][C:5]([CH:7]=[O:8])=[CH:4][CH:3]=1.[C:9]([O-:12])([O-])=O.[Na+].[Na+].[C:15]1(B(O)O)[CH:20]=[CH:19][C:18](B(O)O)=[CH:17][CH:16]=1. The catalyst is C1(C)C=CC=CC=1.CO.[Pd].C1(P(C2C=CC=CC=2)C2C=CC=CC=2)C=CC=CC=1.C1(P(C2C=CC=CC=2)C2C=CC=CC=2)C=CC=CC=1.C1(P(C2C=CC=CC=2)C2C=CC=CC=2)C=CC=CC=1.C1(P(C2C=CC=CC=2)C2C=CC=CC=2)C=CC=CC=1. The product is [CH:7]([C:5]1[O:6][C:2]([C:15]2[CH:20]=[CH:19][C:18]([C:5]3[O:6][C:2]([CH:9]=[O:12])=[CH:3][CH:4]=3)=[CH:17][CH:16]=2)=[CH:3][CH:4]=1)=[O:8]. The yield is 0.930. (2) The reactants are [N:1]1([C:12]([O:14][C:15]([CH3:18])([CH3:17])[CH3:16])=[O:13])[CH2:6][CH2:5][CH2:4][CH:3]([C:7]([O:9]CC)=O)[CH2:2]1.[F-].[Cs+].N#N.[Si]([C:27]([F:30])([F:29])[F:28])(C)(C)C.Cl. The catalyst is C1COCC1. The product is [F:28][C:27]([F:30])([F:29])[C:7]([CH:3]1[CH2:4][CH2:5][CH2:6][N:1]([C:12]([O:14][C:15]([CH3:16])([CH3:17])[CH3:18])=[O:13])[CH2:2]1)=[O:9]. The yield is 0.370. (3) The reactants are [H-].[Na+].[OH:3][C:4]1[CH:9]=[CH:8][C:7]([CH2:10][CH2:11][C:12](=[O:14])[CH3:13])=[CH:6][CH:5]=1.Br[CH2:16][CH2:17][CH2:18][C:19]([O:21][CH2:22][CH3:23])=[O:20]. The catalyst is CN(C=O)C. The product is [O:14]=[C:12]([CH3:13])[CH2:11][CH2:10][C:7]1[CH:6]=[CH:5][C:4]([O:3][CH2:16][CH2:17][CH2:18][C:19]([O:21][CH2:22][CH3:23])=[O:20])=[CH:9][CH:8]=1. The yield is 0.500. (4) The reactants are [N:1]1[CH:6]=[CH:5][C:4]([NH2:7])=[CH:3][N:2]=1.C(N(CC)CC)C.[Cl:15][CH2:16][C:17](Cl)=[O:18]. The catalyst is ClCCl. The product is [Cl:15][CH2:16][C:17]([NH:7][C:4]1[CH:5]=[CH:6][N:1]=[N:2][CH:3]=1)=[O:18]. The yield is 0.480. (5) The reactants are [NH2:1][CH2:2][C:3]1[C:4]([NH:19][C@H:20]([C:22]2[CH:27]=[CH:26][C:25]([F:28])=[CH:24][CH:23]=2)[CH3:21])=[N:5][C:6]([NH:10][C:11]2[CH:15]=[C:14]([CH:16]3[CH2:18][CH2:17]3)[NH:13][N:12]=2)=[C:7]([F:9])[CH:8]=1.[CH3:29][S:30](O)(=[O:32])=[O:31].CCN(C(C)C)C(C)C. The catalyst is CN(C1C=CN=CC=1)C.C1COCC1. The product is [CH:16]1([C:14]2[NH:13][N:12]=[C:11]([NH:10][C:6]3[N:5]=[C:4]([NH:19][C@H:20]([C:22]4[CH:23]=[CH:24][C:25]([F:28])=[CH:26][CH:27]=4)[CH3:21])[C:3]([CH2:2][NH:1][S:30]([CH3:29])(=[O:32])=[O:31])=[CH:8][C:7]=3[F:9])[CH:15]=2)[CH2:18][CH2:17]1. The yield is 0.530. (6) The product is [CH2:1]([O:8][C:9]1[C:13]([CH:14]([NH:28][C:29]2[CH:30]=[CH:31][C:32]([C:35]([N:37]([CH3:45])[CH2:38][CH2:39][C:40]([OH:42])=[O:41])=[O:36])=[CH:33][CH:34]=2)[CH:16]2[CH2:21][CH2:20][CH2:19][CH2:18][CH2:17]2)=[CH:12][N:11]([C:22]2[CH:27]=[CH:26][CH:25]=[CH:24][CH:23]=2)[N:10]=1)[C:2]1[CH:7]=[CH:6][CH:5]=[CH:4][CH:3]=1. The yield is 0.550. No catalyst specified. The reactants are [CH2:1]([O:8][C:9]1[C:13]([CH:14]([CH:16]2[CH2:21][CH2:20][CH2:19][CH2:18][CH2:17]2)O)=[CH:12][N:11]([C:22]2[CH:27]=[CH:26][CH:25]=[CH:24][CH:23]=2)[N:10]=1)[C:2]1[CH:7]=[CH:6][CH:5]=[CH:4][CH:3]=1.[NH2:28][C:29]1[CH:34]=[CH:33][C:32]([C:35]([N:37]([CH3:45])[CH2:38][CH2:39][C:40]([O:42]CC)=[O:41])=[O:36])=[CH:31][CH:30]=1. (7) No catalyst specified. The product is [CH3:1][O:2][C:3]([C:5]1[NH:6][NH:7][N:8]([CH3:20])[C:9]=1[C:10]1[CH:15]=[CH:14][C:13]([F:16])=[CH:12][CH:11]=1)=[O:4]. The yield is 0.330. The reactants are [CH3:1][O:2][C:3]([C:5]1[C:9]([C:10]2[CH:15]=[CH:14][C:13]([F:16])=[CH:12][CH:11]=2)=[N:8][NH:7][N:6]=1)=[O:4].[H-].[Na+].O.[CH2:20]1COCC1. (8) The reactants are [Mg].[CH:2]1(Br)[CH2:8][CH2:7][CH2:6][CH2:5][CH2:4][CH2:3]1.[Cl-].[Li+].[Cu](C#N)C#N.C1([Mg]Br)CCCCCC1.[C:26]([O:30][CH3:31])(=[O:29])[C:27]#[CH:28].[I:32]I. The catalyst is O1CCCC1.BrCCBr. The product is [CH3:31][O:30][C:26](=[O:29])/[C:27](/[I:32])=[CH:28]\[CH:2]1[CH2:8][CH2:7][CH2:6][CH2:5][CH2:4][CH2:3]1. The yield is 0.640. (9) The reactants are C(OC(N[C@@H]1CCNC[C@@H]1C(OC)=O)=O)C1C=CC=CC=1.C(N(CC)C(C)C)(C)C.BrCCO.[CH2:35]([O:42][C:43]([NH:45][C@@H:46]1[CH2:51][CH2:50][N:49]([CH2:52][CH2:53][OH:54])[CH2:48][C@@H:47]1[C:55]([O:57][CH3:58])=[O:56])=[O:44])[C:36]1[CH:41]=[CH:40][CH:39]=[CH:38][CH:37]=1. No catalyst specified. The product is [CH2:35]([O:42][C:43]([NH:45][C@@H:46]1[CH2:51][CH2:50][N:49]([CH2:52][CH2:53][OH:54])[CH2:48][C@H:47]1[C:55]([O:57][CH3:58])=[O:56])=[O:44])[C:36]1[CH:41]=[CH:40][CH:39]=[CH:38][CH:37]=1. The yield is 0.600. (10) The reactants are Br[C:2]1[CH:3]=[CH:4][C:5]2[N:6]([CH:8]=[C:9]([C:11]([F:14])([F:13])[F:12])[N:10]=2)[CH:7]=1.[B:15](OC)([O:18]C)[O:16]C.C([Li])CCC.Cl.C(=O)(O)[O-].[Na+]. The catalyst is C(OCC)C.CCCCCC. The product is [F:12][C:11]([F:14])([F:13])[C:9]1[N:10]=[C:5]2[CH:4]=[CH:3][C:2]([B:15]([OH:18])[OH:16])=[CH:7][N:6]2[CH:8]=1. The yield is 0.114.